Regression. Given a peptide amino acid sequence and an MHC pseudo amino acid sequence, predict their binding affinity value. This is MHC class II binding data. From a dataset of Peptide-MHC class II binding affinity with 134,281 pairs from IEDB. (1) The peptide sequence is IEGGSLFIVPRFHVV. The MHC is DRB4_0101 with pseudo-sequence DRB4_0103. The binding affinity (normalized) is 0.423. (2) The peptide sequence is SLMYEALTEEQVESF. The MHC is DRB1_0101 with pseudo-sequence DRB1_0101. The binding affinity (normalized) is 0.680. (3) The peptide sequence is IGPRHPIRALVGDEV. The MHC is DRB1_0101 with pseudo-sequence DRB1_0101. The binding affinity (normalized) is 0.711. (4) The peptide sequence is SCIAIGIITLYLGAVVQA. The MHC is DRB1_0802 with pseudo-sequence DRB1_0802. The binding affinity (normalized) is 0.315. (5) The peptide sequence is YLKFLANVSTVLTGK. The MHC is DRB1_0401 with pseudo-sequence DRB1_0401. The binding affinity (normalized) is 0.674. (6) The peptide sequence is ETAYFILKLAGRWPVKVI. The MHC is DRB1_1501 with pseudo-sequence DRB1_1501. The binding affinity (normalized) is 0.478. (7) The peptide sequence is GFTRRFKFLLNISYL. The MHC is DRB1_1501 with pseudo-sequence DRB1_1501. The binding affinity (normalized) is 0.591.